Dataset: Catalyst prediction with 721,799 reactions and 888 catalyst types from USPTO. Task: Predict which catalyst facilitates the given reaction. (1) Reactant: C1NC2N([C@@H]3O[C@H](CO)[C@@H](O)[C@H]3O)C=NC=2C(=O)N=1.C1(P(C2C=CC=CC=2)C2C=CC=CC=2)C=CC=CC=1.C1COCC1.[CH:44]1([CH2:49][O:50][C:51]2[CH:56]=[CH:55][CH:54]=[CH:53][C:52]=2[OH:57])[CH2:48][CH2:47][CH2:46][CH2:45]1.[CH2:58]([O:60][C:61](=[O:66])[C:62](Br)([CH3:64])[CH3:63])[CH3:59].CS(C)=O. Product: [CH2:58]([O:60][C:61](=[O:66])[C:62]([O:57][C:52]1[CH:53]=[CH:54][CH:55]=[CH:56][C:51]=1[O:50][CH2:49][CH:44]1[CH2:45][CH2:46][CH2:47][CH2:48]1)([CH3:64])[CH3:63])[CH3:59]. The catalyst class is: 6. (2) Reactant: [Cl:1][C:2]1[C:7]([Cl:8])=[CH:6][C:5]([NH2:9])=[C:4](I)[CH:3]=1.[CH2:11]([Sn](CCCC)(CCCC)C=C)[CH2:12]CC. Product: [Cl:1][C:2]1[C:7]([Cl:8])=[CH:6][C:5]([NH2:9])=[C:4]([CH:11]=[CH2:12])[CH:3]=1. The catalyst class is: 109. (3) Reactant: [O:1]1[CH2:5]CC[CH2:2]1.C([N-]C(C)C)(C)C.[Li+].C1(P(=O)(C2C=CC=CC=2)COC)C=CC=CC=1.[CH3:31][C:32]([CH3:38])([CH2:35][CH:36]=[CH2:37])[CH:33]=O. Product: [CH3:2][O:1][CH:5]=[CH:33][C:32]([CH3:31])([CH3:38])[CH2:35][CH:36]=[CH2:37]. The catalyst class is: 6. (4) Reactant: FC(F)(F)C(O)=O.[F:8][CH:9]([F:49])[C:10]1[N:11]=[CH:12][C:13]([C:16]([NH:18][C:19]2[CH:20]=[CH:21][C:22]([F:48])=[C:23]([C@:25]34[CH2:33][O:32][C@H:31]([C:34]([F:37])([F:36])[F:35])[C@H:30]3[C:29](=[O:38])[N:28]([CH3:39])[C:27]([NH:40]C(=O)OC(C)(C)C)=[N:26]4)[CH:24]=2)=[O:17])=[N:14][CH:15]=1. Product: [NH2:40][C:27]1[N:28]([CH3:39])[C:29](=[O:38])[C@@H:30]2[C@@H:31]([C:34]([F:37])([F:36])[F:35])[O:32][CH2:33][C@:25]2([C:23]2[CH:24]=[C:19]([NH:18][C:16]([C:13]3[CH:12]=[N:11][C:10]([CH:9]([F:49])[F:8])=[CH:15][N:14]=3)=[O:17])[CH:20]=[CH:21][C:22]=2[F:48])[N:26]=1. The catalyst class is: 2. (5) Reactant: [O:1]=[C:2]1[C:11]2[C:6](=[CH:7][C:8]([C:12]([OH:14])=[O:13])=[CH:9][CH:10]=2)[N:5]=[C:4]2[CH2:15][CH2:16][CH2:17][CH2:18][CH2:19][CH2:20][N:3]12.[CH:21](=O)[CH3:22].CC(O[Na])=O.C([O-])([O-])=O.[Na+].[Na+]. Product: [CH:21](=[C:15]1/[CH2:16][CH2:17][CH2:18][CH2:19][CH2:20][N:3]2[C:2](=[O:1])[C:11]3[C:6](=[CH:7][C:8]([C:12]([OH:14])=[O:13])=[CH:9][CH:10]=3)[N:5]=[C:4]/12)/[CH3:22]. The catalyst class is: 15.